From a dataset of Forward reaction prediction with 1.9M reactions from USPTO patents (1976-2016). Predict the product of the given reaction. (1) The product is: [Cl:1][C:2]1[CH:7]=[CH:6][C:5]([C:8]2[S:9][C:10]([C:17]([C:19]3[O:20][CH:21]=[CH:22][CH:23]=3)=[O:18])=[CH:11][C:12]=2[CH2:13][C:14]([O-:16])=[O:15])=[CH:4][CH:3]=1.[Na+:26]. Given the reactants [Cl:1][C:2]1[CH:7]=[CH:6][C:5]([C:8]2[S:9][C:10]([C:17]([C:19]3[O:20][CH:21]=[CH:22][CH:23]=3)=[O:18])=[CH:11][C:12]=2[CH2:13][C:14]([OH:16])=[O:15])=[CH:4][CH:3]=1.C[O-].[Na+:26].O, predict the reaction product. (2) Given the reactants CC(OC([N:8]1[CH2:13][CH2:12][CH:11]([CH2:14][C:15]2[CH:16]=[C:17]([C:21]([NH:23][CH2:24][C:25]3[CH:26]=[CH:27][C:28]([F:52])=[C:29]([C:31]4[CH:36]=[CH:35][CH:34]=[C:33]([CH2:37][N:38]5[CH2:43][CH2:42][N:41](C(OC(C)(C)C)=O)[C@@H:40]([CH3:51])[CH2:39]5)[CH:32]=4)[CH:30]=3)=[O:22])[CH:18]=[CH:19][CH:20]=2)[CH2:10][CH2:9]1)=O)(C)C.[H-].[Na+].Br[CH2:56][CH2:57][CH2:58][CH2:59][CH2:60][CH3:61], predict the reaction product. The product is: [F:52][C:28]1[C:29]([C:31]2[CH:36]=[CH:35][CH:34]=[C:33]([CH2:37][N:38]3[CH2:43][CH2:42][NH:41][C@@H:40]([CH3:51])[CH2:39]3)[CH:32]=2)=[CH:30][C:25]([CH2:24][N:23]([CH2:56][CH2:57][CH2:58][CH2:59][CH2:60][CH3:61])[C:21](=[O:22])[C:17]2[CH:18]=[CH:19][CH:20]=[C:15]([CH2:14][CH:11]3[CH2:12][CH2:13][NH:8][CH2:9][CH2:10]3)[CH:16]=2)=[CH:26][CH:27]=1. (3) The product is: [CH2:1]([N:3]([CH2:11][C:12]1[CH:13]=[N:14][CH:15]=[C:16]([C:19]2[CH:20]=[C:21]3[C:25](=[CH:26][CH:27]=2)[N:24]([CH:28]2[CH2:33][CH2:32][CH2:31][CH2:30][O:29]2)[N:23]=[C:22]3[C:34]2[O:38][CH:37]=[N:36][C:35]=2[CH3:39])[C:17]=1[CH3:18])[C:4](=[O:10])[O:5][C:6]([CH3:9])([CH3:7])[CH3:8])[CH3:2]. Given the reactants [CH2:1]([N:3]([CH2:11][C:12]1[CH:13]=[N:14][CH:15]=[C:16]([C:19]2[CH:20]=[C:21]3[C:25](=[CH:26][CH:27]=2)[N:24]([CH:28]2[CH2:33][CH2:32][CH2:31][CH2:30][O:29]2)[N:23]=[C:22]3[C:34]2[O:38][CH:37]=[N:36][CH:35]=2)[C:17]=1[CH3:18])[C:4](=[O:10])[O:5][C:6]([CH3:9])([CH3:8])[CH3:7])[CH3:2].[C:39](OC(=O)N(CC)CC1C=NC=C(C2C=C3C(=CC=2)N(C2CCCCO2)N=C3C=O)C=1C)(C)(C)C.C([O-])([O-])=O.[K+].[K+], predict the reaction product. (4) Given the reactants [O:1]=[C:2]([CH2:14][CH2:15][CH2:16][CH2:17][C:18]1[CH:23]=[CH:22][CH:21]=[CH:20][CH:19]=1)[CH2:3][CH2:4][CH2:5][CH2:6][CH2:7][CH2:8][CH2:9][C:10]([O:12][CH3:13])=[O:11].[CH2:24](O)[CH2:25][OH:26].C([O-])([O-])OC, predict the reaction product. The product is: [C:18]1([CH2:17][CH2:16][CH2:15][CH2:14][C:2]2([CH2:3][CH2:4][CH2:5][CH2:6][CH2:7][CH2:8][CH2:9][C:10]([O:12][CH3:13])=[O:11])[O:26][CH2:25][CH2:24][O:1]2)[CH:19]=[CH:20][CH:21]=[CH:22][CH:23]=1.